This data is from Catalyst prediction with 721,799 reactions and 888 catalyst types from USPTO. The task is: Predict which catalyst facilitates the given reaction. Reactant: O1CCCCC1[O:7][C@@H:8]1[CH2:12][O:11][CH:10]2[C@@H:13]([O:16][CH2:17][C:18]3[CH:23]=[CH:22][C:21]([CH:24]=[CH:25][C:26]4[CH:31]=[CH:30][C:29]([O:32][CH2:33][CH2:34][CH2:35][CH2:36][CH2:37][CH3:38])=[CH:28][CH:27]=4)=[CH:20][CH:19]=3)[CH2:14][O:15][CH:9]12.Cl. Product: [OH:7][C@@H:8]1[CH2:12][O:11][CH:10]2[C@@H:13]([O:16][CH2:17][C:18]3[CH:19]=[CH:20][C:21]([CH:24]=[CH:25][C:26]4[CH:27]=[CH:28][C:29]([O:32][CH2:33][CH2:34][CH2:35][CH2:36][CH2:37][CH3:38])=[CH:30][CH:31]=4)=[CH:22][CH:23]=3)[CH2:14][O:15][CH:9]12. The catalyst class is: 8.